Predict the reaction yield, written as a fraction of the theoretical maximum amount of product (1.0 means a 100% yield; for example, 0.34 means a 34% yield). From a dataset of Reaction yield outcomes from USPTO patents with 853,638 reactions. (1) The reactants are [Cl:1][C:2]1[CH:7]=[CH:6][N:5]=[C:4]([NH:8][CH2:9][C:10]2[CH:15]=[CH:14][C:13]([O:16][CH3:17])=[CH:12][C:11]=2[O:18][CH3:19])[C:3]=1[N+:20]([O-])=O.O.O.[Sn](Cl)(Cl)(Cl)Cl. The catalyst is CO. The product is [Cl:1][C:2]1[CH:7]=[CH:6][N:5]=[C:4]([NH:8][CH2:9][C:10]2[CH:15]=[CH:14][C:13]([O:16][CH3:17])=[CH:12][C:11]=2[O:18][CH3:19])[C:3]=1[NH2:20]. The yield is 0.410. (2) The reactants are [CH2:1]([O:3][C:4]1[N:5]=[CH:6][C:7]2[C:12]([C:13]=1[C:14]([O:16]CC)=[O:15])=[CH:11][CH:10]=[CH:9][CH:8]=2)[CH3:2].[OH-].[Na+]. The yield is 0.650. The product is [CH2:1]([O:3][C:4]1[N:5]=[CH:6][C:7]2[C:12]([C:13]=1[C:14]([OH:16])=[O:15])=[CH:11][CH:10]=[CH:9][CH:8]=2)[CH3:2]. The catalyst is CO. (3) The reactants are [Cl:1][CH2:2][CH:3]1[C:11]2[C:10]3[CH:12]=[C:13]([S:16]([N:19]([CH2:27][C:28]4[CH:33]=[CH:32][CH:31]=[CH:30][CH:29]=4)[CH2:20][C:21]4[CH:26]=[CH:25][CH:24]=[CH:23][CH:22]=4)(=[O:18])=[O:17])[CH:14]=[CH:15][C:9]=3[CH:8]=[CH:7][C:6]=2[N:5]([C:34]([O:36]C(C)(C)C)=O)[CH2:4]1.O1CCOCC1.[F:47][C:48]([F:59])([F:58])C(OC(=O)[C:48]([F:59])([F:58])[F:47])=O. The catalyst is Cl. The product is [CH2:27]([N:19]([CH2:20][C:21]1[CH:22]=[CH:23][CH:24]=[CH:25][CH:26]=1)[S:16]([C:13]1[CH:14]=[CH:15][C:9]2[CH:8]=[CH:7][C:6]3[N:5]([C:34](=[O:36])[C:48]([F:59])([F:58])[F:47])[CH2:4][CH:3]([CH2:2][Cl:1])[C:11]=3[C:10]=2[CH:12]=1)(=[O:18])=[O:17])[C:28]1[CH:29]=[CH:30][CH:31]=[CH:32][CH:33]=1. The yield is 0.990. (4) The reactants are C[O:2][C:3]1[C:8]2[NH:9][C:10]([C:12]3[S:13][CH:14]=[CH:15][CH:16]=3)=[N:11][C:7]=2[C:6]([C:17]([NH:19][CH:20]2[CH2:25][CH2:24][CH2:23][N:22]([CH3:26])[CH2:21]2)=[O:18])=[CH:5][CH:4]=1.B(Br)(Br)Br. No catalyst specified. The product is [OH:2][C:3]1[C:8]2[NH:9][C:10]([C:12]3[S:13][CH:14]=[CH:15][CH:16]=3)=[N:11][C:7]=2[C:6]([C:17]([NH:19][CH:20]2[CH2:25][CH2:24][CH2:23][N:22]([CH3:26])[CH2:21]2)=[O:18])=[CH:5][CH:4]=1. The yield is 0.360. (5) The product is [NH:47]1[C:42]2[CH:43]=[CH:44][CH:45]=[CH:46][C:41]=2[N:48]=[C:36]1[C:34]1[CH:35]=[C:30]([CH:24]([NH:23][C:20]2[CH:19]=[CH:18][C:17]([C:15]#[N:16])=[CH:22][CH:21]=2)[C:25]([O:27][CH2:28][CH3:29])=[O:26])[CH:31]=[C:32]([O:38][CH2:39][CH3:40])[CH:33]=1. The reactants are ClC1C(=O)C(C#N)=C(C#N)C(=O)C=1Cl.[C:15]([C:17]1[CH:22]=[CH:21][C:20]([NH:23][CH:24]([C:30]2[CH:35]=[C:34]([CH:36]=O)[CH:33]=[C:32]([O:38][CH2:39][CH3:40])[CH:31]=2)[C:25]([O:27][CH2:28][CH3:29])=[O:26])=[CH:19][CH:18]=1)#[N:16].[C:41]1([NH2:48])[CH:46]=[CH:45][CH:44]=[CH:43][C:42]=1[NH2:47].O. The catalyst is C(#N)C. The yield is 0.300. (6) The reactants are [Cl:1][C:2]1[CH:3]=[C:4]([NH:9][C:10]([N:12]2[CH2:17][CH2:16][N:15]([C:18]([CH:20]3[CH2:24][CH2:23][N:22](C(OC(C)(C)C)=O)[CH2:21]3)=O)[CH2:14][CH2:13]2)=[O:11])[CH:5]=[CH:6][C:7]=1[Cl:8].B.Cl. The catalyst is C1COCC1.CO. The product is [Cl:1][C:2]1[CH:3]=[C:4]([NH:9][C:10]([N:12]2[CH2:17][CH2:16][N:15]([CH2:18][CH:20]3[CH2:24][CH2:23][NH:22][CH2:21]3)[CH2:14][CH2:13]2)=[O:11])[CH:5]=[CH:6][C:7]=1[Cl:8]. The yield is 0.170.